Predict which catalyst facilitates the given reaction. From a dataset of Catalyst prediction with 721,799 reactions and 888 catalyst types from USPTO. (1) Reactant: [Cl:1][C:2]1[CH:7]=[CH:6][C:5]([N:8]2[C:16]([C:17]3[CH:22]=[CH:21][CH:20]=[CH:19][C:18]=3[Cl:23])=[N:15][C:14]3[C:9]2=[N:10][CH:11]=[N:12][C:13]=3[N:24]2[CH2:29][CH2:28][C:27]([CH2:32]O)([NH:30][CH3:31])[CH2:26][CH2:25]2)=[CH:4][CH:3]=1.C(N(CC)CC)C.Cl[CH2:42][C:43](Cl)=[O:44].[OH-:46].[Na+]. Product: [Cl:1][C:2]1[CH:3]=[CH:4][C:5]([N:8]2[C:16]([C:17]3[CH:22]=[CH:21][CH:20]=[CH:19][C:18]=3[Cl:23])=[N:15][C:14]3[C:9]2=[N:10][CH:11]=[N:12][C:13]=3[N:24]2[CH2:25][CH2:26][C:27]3([N:30]([CH3:31])[C:43](=[O:44])[CH2:42][O:46][CH2:32]3)[CH2:28][CH2:29]2)=[CH:6][CH:7]=1. The catalyst class is: 2. (2) Reactant: [C:1]([O:5][C:6]([NH:8][C@H:9]([C:13]1[CH:18]=[CH:17][C:16]([O:19][CH2:20][CH2:21][N:22]2[CH2:27][CH2:26][CH2:25][CH2:24][CH2:23]2)=[CH:15][CH:14]=1)[C:10](O)=[O:11])=[O:7])([CH3:4])([CH3:3])[CH3:2].COC1C=CC([C@@H]2C(=O)[N:39]([C@@H:42]([C@H:55]([C:57]3[CH:62]=[CH:61][CH:60]=[CH:59][CH:58]=3)[CH3:56])[C:43]([NH:45][C:46]3[S:47][CH:48]=[C:49]([C:51](=[O:54])[CH2:52][CH3:53])[N:50]=3)=[O:44])C(=O)N2)=CC=1.Cl.CN(C)CCCN=C=NCC. Product: [C:1]([O:5][C:6](=[O:7])[NH:8][C@@H:9]([C:10](=[O:11])[NH:39][C@H:42]([C:43](=[O:44])[NH:45][C:46]1[S:47][CH:48]=[C:49]([C:51](=[O:54])[CH2:52][CH3:53])[N:50]=1)[C@H:55]([C:57]1[CH:62]=[CH:61][CH:60]=[CH:59][CH:58]=1)[CH3:56])[C:13]1[CH:18]=[CH:17][C:16]([O:19][CH2:20][CH2:21][N:22]2[CH2:27][CH2:26][CH2:25][CH2:24][CH2:23]2)=[CH:15][CH:14]=1)([CH3:3])([CH3:4])[CH3:2]. The catalyst class is: 7. (3) Reactant: [CH2:1]([N:8]1[C:12]2[CH:13]=[C:14]([Cl:17])[CH:15]=[CH:16][C:11]=2[N:10]=[C:9]1[C:18]([O:20]CC)=O)[C:2]1[CH:7]=[CH:6][CH:5]=[CH:4][CH:3]=1.[N:23]1([CH2:28][CH2:29][CH2:30][N:31]2[C:39]3[C:34](=[CH:35][C:36]([NH2:40])=[CH:37][CH:38]=3)[CH:33]=[CH:32]2)[CH:27]=[CH:26][N:25]=[CH:24]1.C[O-].[Na+].C1(C)C=CC=CC=1. Product: [CH2:1]([N:8]1[C:12]2[CH:13]=[C:14]([Cl:17])[CH:15]=[CH:16][C:11]=2[N:10]=[C:9]1[C:18]([NH:40][C:36]1[CH:35]=[C:34]2[C:39](=[CH:38][CH:37]=1)[N:31]([CH2:30][CH2:29][CH2:28][N:23]1[CH:27]=[CH:26][N:25]=[CH:24]1)[CH:32]=[CH:33]2)=[O:20])[C:2]1[CH:3]=[CH:4][CH:5]=[CH:6][CH:7]=1. The catalyst class is: 5. (4) Reactant: [NH2:1][C:2]1[CH:3]=[C:4]([C:17]([CH3:20])([CH3:19])[CH3:18])[NH:5][C:6]=1[C:7]([N:9]1[CH2:15][CH2:14][C:13](=[O:16])[NH:12][CH2:11][CH2:10]1)=[O:8].[Cl:21][C:22]1[C:27]([Cl:28])=[CH:26][CH:25]=[CH:24][C:23]=1[N:29]=[C:30]=[O:31]. Product: [C:17]([C:4]1[NH:5][C:6]([C:7]([N:9]2[CH2:15][CH2:14][C:13](=[O:16])[NH:12][CH2:11][CH2:10]2)=[O:8])=[C:2]([NH:1][C:30]([NH:29][C:23]2[CH:24]=[CH:25][CH:26]=[C:27]([Cl:28])[C:22]=2[Cl:21])=[O:31])[CH:3]=1)([CH3:20])([CH3:19])[CH3:18]. The catalyst class is: 56. (5) Reactant: [CH:1]1([NH:5][C:6]([C:8]2[CH:13]=[CH:12][C:11]([C:14]3[CH:19]=[CH:18][C:17]([CH2:20][C@H:21]([NH:36][C:37]([C@H:39]4[CH2:44][CH2:43][C@H:42]([CH2:45][NH:46]C(=O)OC(C)(C)C)[CH2:41][CH2:40]4)=[O:38])[C:22](=[O:35])[NH:23][C:24]4[CH:29]=[CH:28][C:27]([C:30]5[NH:34][N:33]=[N:32][N:31]=5)=[CH:26][CH:25]=4)=[CH:16][CH:15]=3)=[C:10]([CH3:54])[CH:9]=2)=[O:7])[CH2:4][CH2:3][CH2:2]1.[ClH:55]. Product: [ClH:55].[NH2:46][CH2:45][C@H:42]1[CH2:43][CH2:44][C@H:39]([C:37]([NH:36][C@H:21]([C:22](=[O:35])[NH:23][C:24]2[CH:29]=[CH:28][C:27]([C:30]3[NH:34][N:33]=[N:32][N:31]=3)=[CH:26][CH:25]=2)[CH2:20][C:17]2[CH:16]=[CH:15][C:14]([C:11]3[CH:12]=[CH:13][C:8]([C:6]([NH:5][CH:1]4[CH2:2][CH2:3][CH2:4]4)=[O:7])=[CH:9][C:10]=3[CH3:54])=[CH:19][CH:18]=2)=[O:38])[CH2:40][CH2:41]1. The catalyst class is: 269. (6) Reactant: Br[CH2:2][C:3]1[CH:4]=[C:5]([N+:9]([O-:11])=[O:10])[CH:6]=[CH:7][CH:8]=1.[OH:12][C:13]1[C:18]([CH2:19][CH2:20][CH3:21])=[C:17]([OH:22])[CH:16]=[CH:15][C:14]=1[C:23](=[O:25])[CH3:24].C(=O)([O-])[O-].[K+].[K+].C(=O)([O-])[O-].[Cs+].[Cs+]. Product: [OH:12][C:13]1[C:18]([CH2:19][CH2:20][CH3:21])=[C:17]([O:22][CH2:2][C:3]2[CH:8]=[CH:7][CH:6]=[C:5]([N+:9]([O-:11])=[O:10])[CH:4]=2)[CH:16]=[CH:15][C:14]=1[C:23](=[O:25])[CH3:24]. The catalyst class is: 35. (7) Reactant: [OH:1][C:2]1[C:7]2[CH:8]=[C:9]([CH3:11])[O:10][C:6]=2[CH:5]=[C:4]([C:12]([O:14][CH2:15][CH3:16])=[O:13])[CH:3]=1.F[C:18]1[CH:23]=[CH:22][C:21]([S:24]([CH3:27])(=[O:26])=[O:25])=[CH:20][CH:19]=1.C([O-])([O-])=O.[Cs+].[Cs+]. Product: [CH3:11][C:9]1[O:10][C:6]2[CH:5]=[C:4]([C:12]([O:14][CH2:15][CH3:16])=[O:13])[CH:3]=[C:2]([O:1][C:18]3[CH:23]=[CH:22][C:21]([S:24]([CH3:27])(=[O:26])=[O:25])=[CH:20][CH:19]=3)[C:7]=2[CH:8]=1. The catalyst class is: 3.